From a dataset of Retrosynthesis with 50K atom-mapped reactions and 10 reaction types from USPTO. Predict the reactants needed to synthesize the given product. (1) Given the product CCNc1nc(C(F)(F)F)c(C(=O)NC(C#N)c2cccs2)s1, predict the reactants needed to synthesize it. The reactants are: CCN.N#CC(NC(=O)c1sc(Br)nc1C(F)(F)F)c1cccs1. (2) Given the product Cc1ccc(C(=O)N2N(C3CCCCC3)C(=O)C2(C)C)c(C)c1, predict the reactants needed to synthesize it. The reactants are: CC1(C)NN(C2CCCCC2)C1=O.Cc1ccc(C(=O)Cl)c(C)c1. (3) Given the product CON(C)C(=O)[C@@H]1[C@@H](OS(C)(=O)=O)CCN1C(=O)OC(C)(C)C, predict the reactants needed to synthesize it. The reactants are: CON(C)C(=O)[C@@H]1[C@@H](O)CCN1C(=O)OC(C)(C)C.CS(=O)(=O)Cl. (4) Given the product Cn1cc(NC(=O)c2nc(C3CC3)ccc2Nc2cncnc2)c(C(=O)N2CCC(O)C2)n1, predict the reactants needed to synthesize it. The reactants are: COC(=O)c1nn(C)cc1NC(=O)c1nc(C2CC2)ccc1Nc1cncnc1.OC1CCNC1. (5) Given the product COc1cc(CC(=O)O)c(S(=O)(=O)N2CCN(c3ccc(C(F)(F)F)cn3)CC2)cc1OC, predict the reactants needed to synthesize it. The reactants are: COC(=O)Cc1cc(OC)c(OC)cc1S(=O)(=O)N1CCN(c2ccc(C(F)(F)F)cn2)CC1. (6) Given the product CSc1ncc(C(=O)O)c(-c2ccccc2Br)n1, predict the reactants needed to synthesize it. The reactants are: CCOC(=O)c1cnc(SC)nc1-c1ccccc1Br. (7) Given the product CNC(=O)c1c(-c2ccc(Br)cc2)oc2ccc(O)c(F)c12, predict the reactants needed to synthesize it. The reactants are: CN.O=C(O)c1c(-c2ccc(Br)cc2)oc2ccc(O)c(F)c12. (8) Given the product C#Cc1cnc(OC)nc1, predict the reactants needed to synthesize it. The reactants are: COc1ncc(C#C[Si](C)(C)C)cn1. (9) The reactants are: CC(C)(C)OC(=O)N1CCC(C(=O)O)CC1. Given the product CC(C)(C)OC(=O)N1CCC(CO)CC1, predict the reactants needed to synthesize it.